Dataset: Forward reaction prediction with 1.9M reactions from USPTO patents (1976-2016). Task: Predict the product of the given reaction. (1) Given the reactants [F:1][C:2]([F:24])([F:23])[C:3]1[CH:22]=[CH:21][CH:20]=[CH:19][C:4]=1[O:5][CH:6]1[CH2:11][CH2:10][N:9]([C:12]2[S:13][C:14]([C:17]#[N:18])=[CH:15][N:16]=2)[CH2:8][CH2:7]1.[OH2:25].Cl.[NH2:27]O.C([O-])([O-])=O.[Na+].[Na+], predict the reaction product. The product is: [OH:25][N:18]=[C:17]([C:14]1[S:13][C:12]([N:9]2[CH2:10][CH2:11][CH:6]([O:5][C:4]3[CH:19]=[CH:20][CH:21]=[CH:22][C:3]=3[C:2]([F:23])([F:1])[F:24])[CH2:7][CH2:8]2)=[N:16][CH:15]=1)[NH2:27]. (2) Given the reactants [ClH:1].C(OC([N:9]1[CH2:23][C:12]2=[C:13]3[N:18]([N:19]=[C:11]2[CH2:10]1)[C:17]([CH3:20])=[C:16]([CH3:21])[C:15]([CH3:22])=[N:14]3)=O)(C)(C)C, predict the reaction product. The product is: [ClH:1].[CH3:22][C:15]1[C:16]([CH3:21])=[C:17]([CH3:20])[N:18]2[C:13]([N:14]=1)=[C:12]1[CH2:23][NH:9][CH2:10][C:11]1=[N:19]2. (3) Given the reactants [CH:1]1([C:4]([C:7]2[C:8]([F:40])=[CH:9][C:10]3[C:11]4[N:32]=[CH:31][C:30]([C:33]5[N:37]([CH3:38])[N:36]=[N:35][C:34]=5[CH3:39])=[CH:29][C:12]=4[N:13]([C@@H:16]([CH:23]4[CH2:28][CH2:27][O:26][CH2:25][CH2:24]4)[C:17]4[CH:22]=[CH:21][CH:20]=[CH:19][CH:18]=4)[C:14]=3[CH:15]=2)([OH:6])[CH3:5])[CH2:3][CH2:2]1.C1([C@@H](C2CCOCC2)O)C=CC=CC=1.[F:55]C1C=CC=CC=1[C@@H](C1CCOCC1)O, predict the reaction product. The product is: [CH:1]1([C:4]([C:7]2[C:8]([F:40])=[CH:9][C:10]3[C:11]4[N:32]=[CH:31][C:30]([C:33]5[N:37]([CH3:38])[N:36]=[N:35][C:34]=5[CH3:39])=[CH:29][C:12]=4[N:13]([C@H:16]([C:17]4[CH:22]=[CH:21][CH:20]=[CH:19][C:18]=4[F:55])[CH:23]4[CH2:28][CH2:27][O:26][CH2:25][CH2:24]4)[C:14]=3[CH:15]=2)([OH:6])[CH3:5])[CH2:3][CH2:2]1.